From a dataset of Peptide-MHC class I binding affinity with 185,985 pairs from IEDB/IMGT. Regression. Given a peptide amino acid sequence and an MHC pseudo amino acid sequence, predict their binding affinity value. This is MHC class I binding data. (1) The peptide sequence is FLRKNQRAL. The MHC is HLA-B51:01 with pseudo-sequence HLA-B51:01. The binding affinity (normalized) is 0.0847. (2) The peptide sequence is FIVYGRSNA. The MHC is HLA-A02:06 with pseudo-sequence HLA-A02:06. The binding affinity (normalized) is 0.161. (3) The peptide sequence is ELINIPYCNY. The MHC is HLA-A29:02 with pseudo-sequence HLA-A29:02. The binding affinity (normalized) is 0.306. (4) The peptide sequence is KQWGWFALL. The MHC is HLA-B15:01 with pseudo-sequence HLA-B15:01. The binding affinity (normalized) is 0.547. (5) The peptide sequence is RRRLTARGL. The MHC is Mamu-B1001 with pseudo-sequence Mamu-B1001. The binding affinity (normalized) is 0.0259. (6) The peptide sequence is QLKQRDALF. The MHC is HLA-B48:01 with pseudo-sequence HLA-B48:01. The binding affinity (normalized) is 0.0847. (7) The peptide sequence is SEVKFKYVL. The MHC is HLA-A11:01 with pseudo-sequence HLA-A11:01. The binding affinity (normalized) is 0.0847. (8) The peptide sequence is AVDADDSHF. The MHC is HLA-A80:01 with pseudo-sequence HLA-A80:01. The binding affinity (normalized) is 0.0847.